Predict the reaction yield, written as a fraction of the theoretical maximum amount of product (1.0 means a 100% yield; for example, 0.34 means a 34% yield). From a dataset of Reaction yield outcomes from USPTO patents with 853,638 reactions. (1) The reactants are C(N(CC)CC)C.[CH3:8][S:9](Cl)(=[O:11])=[O:10].[C:13]([NH:16][C:17]1[CH:22]=[C:21]([CH2:23][OH:24])[CH:20]=[CH:19][N:18]=1)(=[O:15])[CH3:14].O. The catalyst is O1CCCC1. The product is [C:13]([NH:16][C:17]1[CH:22]=[C:21]([CH2:23][O:24][S:9]([CH3:8])(=[O:11])=[O:10])[CH:20]=[CH:19][N:18]=1)(=[O:15])[CH3:14]. The yield is 0.870. (2) The reactants are [Br:1][C:2]1[CH:3]=[C:4]2[C:9](=[C:10]([CH3:12])[CH:11]=1)[N:8]=[CH:7][C:6]([C:13]([O:15]CC)=[O:14])=[C:5]2[OH:18].[OH-].[Na+]. The catalyst is C(O)C. The product is [Br:1][C:2]1[CH:3]=[C:4]2[C:9](=[C:10]([CH3:12])[CH:11]=1)[N:8]=[CH:7][C:6]([C:13]([OH:15])=[O:14])=[C:5]2[OH:18]. The yield is 0.990. (3) The reactants are [NH2:1][CH2:2][CH:3]1[CH2:8][CH2:7][CH:6]([C:9]([OH:11])=[O:10])[CH2:5][CH2:4]1.[C:12](O[C:12]([O:14][C:15]([CH3:18])([CH3:17])[CH3:16])=[O:13])([O:14][C:15]([CH3:18])([CH3:17])[CH3:16])=[O:13]. The catalyst is O1CCOCC1. The product is [C:15]([O:14][C:12]([NH:1][CH2:2][CH:3]1[CH2:4][CH2:5][CH:6]([C:9]([OH:11])=[O:10])[CH2:7][CH2:8]1)=[O:13])([CH3:18])([CH3:17])[CH3:16]. The yield is 0.980.